The task is: Regression. Given two drug SMILES strings and cell line genomic features, predict the synergy score measuring deviation from expected non-interaction effect.. This data is from NCI-60 drug combinations with 297,098 pairs across 59 cell lines. Drug 1: CC1=CC2C(CCC3(C2CCC3(C(=O)C)OC(=O)C)C)C4(C1=CC(=O)CC4)C. Drug 2: C1CN(P(=O)(OC1)NCCCl)CCCl. Cell line: OVCAR-4. Synergy scores: CSS=-0.315, Synergy_ZIP=-0.365, Synergy_Bliss=-1.36, Synergy_Loewe=-1.23, Synergy_HSA=-1.33.